Task: Predict the reactants needed to synthesize the given product.. Dataset: Full USPTO retrosynthesis dataset with 1.9M reactions from patents (1976-2016) (1) Given the product [C:45]([O:44][C:42]([NH:23][C@@H:24]([C:32]([N:34]1[CH2:41][CH2:40][CH2:39][C@H:35]1[C:36]([NH:13][CH2:12][C:11]1[CH:14]=[C:15]([Cl:18])[CH:16]=[CH:17][C:10]=1[CH2:9][NH:8][C:6]([O:5][C:1]([CH3:4])([CH3:2])[CH3:3])=[O:7])=[O:37])=[O:33])[CH2:25][C:26]1[CH:31]=[CH:30][CH:29]=[CH:28][CH:27]=1)=[O:43])([CH3:48])([CH3:46])[CH3:47], predict the reactants needed to synthesize it. The reactants are: [C:1]([O:5][C:6]([NH:8][CH2:9][C:10]1[CH:17]=[CH:16][C:15]([Cl:18])=[CH:14][C:11]=1[CH2:12][NH2:13])=[O:7])([CH3:4])([CH3:3])[CH3:2].C(Cl)CCl.[NH:23]([C:42]([O:44][C:45]([CH3:48])([CH3:47])[CH3:46])=[O:43])[C@@H:24]([C:32]([N:34]1[CH2:41][CH2:40][CH2:39][C@H:35]1[C:36](O)=[O:37])=[O:33])[CH2:25][C:26]1[CH:31]=[CH:30][CH:29]=[CH:28][CH:27]=1.C1C=NC2N(O)N=NC=2C=1. (2) Given the product [ClH:32].[O:1]=[S:2]1(=[O:22])[CH:7]([CH2:8][CH2:9][CH2:10][NH:36][CH3:34])[CH2:6][C:5]2[CH:12]=[CH:13][CH:14]=[CH:15][C:4]=2[N:3]1[C:16]1[CH:21]=[CH:20][CH:19]=[CH:18][CH:17]=1, predict the reactants needed to synthesize it. The reactants are: [O:1]=[S:2]1(=[O:22])[CH:7]([CH2:8][CH2:9][CH2:10]O)[CH2:6][C:5]2[CH:12]=[CH:13][CH:14]=[CH:15][C:4]=2[N:3]1[C:16]1[CH:21]=[CH:20][CH:19]=[CH:18][CH:17]=1.C1(C)C=CC(S([Cl:32])(=O)=O)=CC=1.[CH2:34]([N:36](CC)CC)C.CN.Cl.